From a dataset of Forward reaction prediction with 1.9M reactions from USPTO patents (1976-2016). Predict the product of the given reaction. Given the reactants C(Cl)(=O)C(Cl)=O.CS(C)=O.[C:11]([O:15][C:16]([N:18]1[CH2:23][C@H:22]([CH2:24][OH:25])[N:21]([CH2:26][C:27]2[CH:32]=[CH:31][CH:30]=[CH:29][CH:28]=2)[CH2:20][C@H:19]1[CH3:33])=[O:17])([CH3:14])([CH3:13])[CH3:12].C(N(CC)CC)C, predict the reaction product. The product is: [C:11]([O:15][C:16]([N:18]1[CH2:23][C@H:22]([CH:24]=[O:25])[N:21]([CH2:26][C:27]2[CH:28]=[CH:29][CH:30]=[CH:31][CH:32]=2)[CH2:20][C@H:19]1[CH3:33])=[O:17])([CH3:14])([CH3:12])[CH3:13].